From a dataset of Full USPTO retrosynthesis dataset with 1.9M reactions from patents (1976-2016). Predict the reactants needed to synthesize the given product. (1) Given the product [C:1]([C:5]1[CH:6]=[C:7]([NH:18][C:19](=[O:50])[NH:20][CH2:21][C:22]2[CH:48]=[C:47]([F:49])[CH:46]=[CH:45][C:23]=2[CH2:24][O:25][C:26]2[CH:31]=[C:30]([CH3:32])[N:29]([C:33]3[CH:34]=[C:35]([CH:39]=[CH:40][C:41]=3[CH3:42])[C:36]([NH:55][CH3:54])=[O:38])[C:28](=[O:43])[C:27]=2[Cl:44])[N:8]([C:10]2[CH:15]=[CH:14][C:13]([OH:16])=[C:12]([Cl:17])[CH:11]=2)[N:9]=1)([CH3:4])([CH3:2])[CH3:3], predict the reactants needed to synthesize it. The reactants are: [C:1]([C:5]1[CH:6]=[C:7]([NH:18][C:19](=[O:50])[NH:20][CH2:21][C:22]2[CH:48]=[C:47]([F:49])[CH:46]=[CH:45][C:23]=2[CH2:24][O:25][C:26]2[CH:31]=[C:30]([CH3:32])[N:29]([C:33]3[CH:34]=[C:35]([CH:39]=[CH:40][C:41]=3[CH3:42])[C:36]([OH:38])=O)[C:28](=[O:43])[C:27]=2[Cl:44])[N:8]([C:10]2[CH:15]=[CH:14][C:13]([OH:16])=[C:12]([Cl:17])[CH:11]=2)[N:9]=1)([CH3:4])([CH3:3])[CH3:2].CN.C1N=C[N:55](C(N2C=NC=C2)=O)[CH:54]=1. (2) Given the product [CH2:15]([O:14][CH2:13][C@H:9]([NH:8][C:6](=[O:7])[O:5][C:1]([CH3:4])([CH3:3])[CH3:2])[CH2:10][OH:11])[CH3:16], predict the reactants needed to synthesize it. The reactants are: [C:1]([O:5][C:6]([NH:8][C@@H:9]([CH2:13][O:14][CH2:15][CH3:16])[C:10](O)=[O:11])=[O:7])([CH3:4])([CH3:3])[CH3:2].ClC(OCC(C)C)=O.CN1CCOCC1.[BH4-].[Na+]. (3) Given the product [C:1]([C:3]1[C:4]([C:19]2[CH:24]=[CH:23][CH:22]=[CH:21][CH:20]=2)=[N:5][C:6]([NH:9][C:10]2[CH:11]=[CH:12][C:13]([CH2:16][CH2:17][O:18][S:31]([C:28]3[CH:29]=[CH:30][C:25]([CH3:35])=[CH:26][CH:27]=3)(=[O:33])=[O:32])=[CH:14][CH:15]=2)=[N:7][CH:8]=1)#[N:2], predict the reactants needed to synthesize it. The reactants are: [C:1]([C:3]1[C:4]([C:19]2[CH:24]=[CH:23][CH:22]=[CH:21][CH:20]=2)=[N:5][C:6]([NH:9][C:10]2[CH:15]=[CH:14][C:13]([CH2:16][CH2:17][OH:18])=[CH:12][CH:11]=2)=[N:7][CH:8]=1)#[N:2].[C:25]1([CH3:35])[CH:30]=[CH:29][C:28]([S:31](Cl)(=[O:33])=[O:32])=[CH:27][CH:26]=1. (4) Given the product [CH:16]1([NH:19][C:10]([NH:9][C:7]2[NH:6][C:5]3[CH:14]=[CH:15][C:2]([OH:1])=[CH:3][C:4]=3[N:8]=2)=[O:13])[CH2:18][CH2:17]1, predict the reactants needed to synthesize it. The reactants are: [OH:1][C:2]1[CH:15]=[CH:14][C:5]2[NH:6][C:7]([NH:9][C:10](=[O:13])OC)=[N:8][C:4]=2[CH:3]=1.[CH:16]1([NH2:19])[CH2:18][CH2:17]1. (5) Given the product [Cl:13][C:10]1[C:9]2[C:4](=[CH:5][C:6]([F:15])=[CH:7][C:8]=2[F:14])[N:3]=[C:2]([C:19]2[CH:18]=[C:17]([Cl:16])[CH:22]=[CH:21][N:20]=2)[C:11]=1[CH3:12], predict the reactants needed to synthesize it. The reactants are: Cl[C:2]1[C:11]([CH3:12])=[C:10]([Cl:13])[C:9]2[C:4](=[CH:5][C:6]([F:15])=[CH:7][C:8]=2[F:14])[N:3]=1.[Cl:16][C:17]1[CH:22]=[CH:21][N:20]=[C:19]([Sn](CCCC)(CCCC)CCCC)[CH:18]=1. (6) Given the product [CH:12]([C:5]1[CH:6]=[C:7]([CH:10]=[CH:11][C:4]=1[N+:1]([O-:3])=[O:2])[CH2:8][Br:9])([CH3:14])[CH3:13], predict the reactants needed to synthesize it. The reactants are: [N+:1]([C:4]1[CH:11]=[CH:10][C:7]([CH2:8][Br:9])=[CH:6][CH:5]=1)([O-:3])=[O:2].[CH:12]([Mg]Cl)([CH3:14])[CH3:13].C(C1C(=O)C(Cl)=C(Cl)C(=O)C=1C#N)#N.O. (7) Given the product [Cl:15][C:11]1[CH:12]=[C:13]2[C:8](=[C:9]([CH2:16][N:17]3[CH2:18][CH2:19][N:20]([CH3:23])[CH2:21][CH2:22]3)[CH:10]=1)[NH:7][C:6]([C:4]([OH:5])=[O:3])=[CH:14]2, predict the reactants needed to synthesize it. The reactants are: C([O:3][C:4]([C:6]1[NH:7][C:8]2[C:13]([CH:14]=1)=[CH:12][C:11]([Cl:15])=[CH:10][C:9]=2[CH2:16][N:17]1[CH2:22][CH2:21][N:20]([CH3:23])[CH2:19][CH2:18]1)=[O:5])C.O[Li].O.Cl.